This data is from Catalyst prediction with 721,799 reactions and 888 catalyst types from USPTO. The task is: Predict which catalyst facilitates the given reaction. Reactant: [Br:1][C:2]1[CH:3]=[C:4]([C:11]([N:13]2[CH2:18][CH2:17][O:16][C:15]3[N:19]=[CH:20][C:21]([C:23]4[CH:28]=[CH:27][CH:26]=[C:25]([C:29]([F:32])([F:31])[F:30])[CH:24]=4)=[CH:22][C:14]2=3)=[O:12])[CH:5]=[C:6]([Br:10])[C:7]=1[O:8]C.[Br-].[Li+].N1CCNCC1. Product: [Br:1][C:2]1[CH:3]=[C:4]([C:11]([N:13]2[CH2:18][CH2:17][O:16][C:15]3[N:19]=[CH:20][C:21]([C:23]4[CH:28]=[CH:27][CH:26]=[C:25]([C:29]([F:30])([F:32])[F:31])[CH:24]=4)=[CH:22][C:14]2=3)=[O:12])[CH:5]=[C:6]([Br:10])[C:7]=1[OH:8]. The catalyst class is: 9.